This data is from Forward reaction prediction with 1.9M reactions from USPTO patents (1976-2016). The task is: Predict the product of the given reaction. (1) Given the reactants [OH:1][CH2:2][CH2:3][NH:4][S:5]([C:8]1[CH:13]=[CH:12][C:11]([C:14]2[C:15]3[C:16]4[CH2:29][CH2:28][CH2:27][C:17]=4[C:18](=[O:26])[NH:19][C:20]=3[CH:21]=[CH:22][C:23]=2[O:24][CH3:25])=[CH:10][CH:9]=1)(=[O:7])=[O:6].C(N(CC)CC)C.[CH3:37][S:38](Cl)(=[O:40])=[O:39], predict the reaction product. The product is: [CH3:37][S:38]([O:1][CH2:2][CH2:3][NH:4][S:5]([C:8]1[CH:13]=[CH:12][C:11]([C:14]2[C:15]3[C:16]4[CH2:29][CH2:28][CH2:27][C:17]=4[C:18](=[O:26])[NH:19][C:20]=3[CH:21]=[CH:22][C:23]=2[O:24][CH3:25])=[CH:10][CH:9]=1)(=[O:7])=[O:6])(=[O:40])=[O:39]. (2) Given the reactants [C:1]([O:5][C:6]([NH:8][C@@H:9]1[C:23](=[O:24])[N:22]2[CH2:25][C@H:26]([O:28][C:29]3[C:30]4[S:43][CH:42]=[CH:41][C:31]=4[N:32]=[C:33]([C:35]4[CH:40]=[CH:39][CH:38]=[CH:37][N:36]=4)[N:34]=3)[CH2:27][C@H:21]2[C:20](=[O:44])[NH:19][C@:18]2([C:46]([O:48]C)=[O:47])[CH2:45][C@H:17]2[CH:16]=[CH:15][CH2:14][CH2:13][CH2:12][CH2:11][CH2:10]1)=[O:7])([CH3:4])([CH3:3])[CH3:2].O1CCCC1.[OH-].[Li+], predict the reaction product. The product is: [C:1]([O:5][C:6]([NH:8][C@@H:9]1[C:23](=[O:24])[N:22]2[CH2:25][C@H:26]([O:28][C:29]3[C:30]4[S:43][CH:42]=[CH:41][C:31]=4[N:32]=[C:33]([C:35]4[CH:40]=[CH:39][CH:38]=[CH:37][N:36]=4)[N:34]=3)[CH2:27][C@H:21]2[C:20](=[O:44])[NH:19][C@:18]2([C:46]([OH:48])=[O:47])[CH2:45][C@H:17]2[CH:16]=[CH:15][CH2:14][CH2:13][CH2:12][CH2:11][CH2:10]1)=[O:7])([CH3:4])([CH3:2])[CH3:3]. (3) Given the reactants [CH3:13][C:12]([O:11][C:9](O[C:9]([O:11][C:12]([CH3:15])([CH3:14])[CH3:13])=[O:10])=[O:10])([CH3:15])[CH3:14].[CH2:16]([O:18][C:19]([N:21]1[CH2:26][CH2:25][N:24]([C:27](=[O:44])[C:28]2[CH:33]=[C:32]([OH:34])[CH:31]=[C:30]([O:35][C:36]3[CH:41]=[CH:40][C:39]([CH2:42][NH2:43])=[CH:38][CH:37]=3)[CH:29]=2)[CH2:23][CH2:22]1)=[O:20])[CH3:17], predict the reaction product. The product is: [CH2:16]([O:18][C:19]([N:21]1[CH2:26][CH2:25][N:24]([C:27](=[O:44])[C:28]2[CH:33]=[C:32]([OH:34])[CH:31]=[C:30]([O:35][C:36]3[CH:41]=[CH:40][C:39]([CH2:42][NH:43][C:9]([O:11][C:12]([CH3:13])([CH3:14])[CH3:15])=[O:10])=[CH:38][CH:37]=3)[CH:29]=2)[CH2:23][CH2:22]1)=[O:20])[CH3:17].